From a dataset of Catalyst prediction with 721,799 reactions and 888 catalyst types from USPTO. Predict which catalyst facilitates the given reaction. (1) Reactant: [CH3:1][O:2][CH2:3][CH2:4][N:5]1[CH2:10][CH2:9][CH:8]([CH2:11][OH:12])[CH2:7][CH2:6]1.CN1CCOCC1.Cl[C:21]([O:23][C:24]1[CH:29]=[CH:28][C:27]([N+:30]([O-:32])=[O:31])=[CH:26][CH:25]=1)=[O:22]. Product: [C:21](=[O:22])([O:23][C:24]1[CH:25]=[CH:26][C:27]([N+:30]([O-:32])=[O:31])=[CH:28][CH:29]=1)[O:12][CH2:11][CH:8]1[CH2:9][CH2:10][N:5]([CH2:4][CH2:3][O:2][CH3:1])[CH2:6][CH2:7]1. The catalyst class is: 2. (2) Reactant: [N:1]1[C:10]2[C:5](=[CH:6][CH:7]=[CH:8][CH:9]=2)[CH:4]=[CH:3][C:2]=1[O:11][CH2:12][C:13]1[N:14]=[C:15]2[C:20]([N:21]3[CH2:26][CH2:25][O:24][CH2:23][CH2:22]3)=[N:19][CH:18]=[CH:17][N:16]2[CH:27]=1.[Br:28]NC(=O)CCC(N)=O. Product: [Br:28][C:17]1[N:16]2[CH:27]=[C:13]([CH2:12][O:11][C:2]3[CH:3]=[CH:4][C:5]4[C:10](=[CH:9][CH:8]=[CH:7][CH:6]=4)[N:1]=3)[N:14]=[C:15]2[C:20]([N:21]2[CH2:26][CH2:25][O:24][CH2:23][CH2:22]2)=[N:19][CH:18]=1. The catalyst class is: 2. (3) Reactant: [CH:1]1[C:2]([C:10]([OH:12])=[O:11])=[CH:3][N:4]2[C:9]=1[CH:8]=[CH:7][CH:6]=[CH:5]2. Product: [CH:1]1[C:2]([C:10]([OH:12])=[O:11])=[CH:3][N:4]2[C:9]=1[CH2:8][CH2:7][CH2:6][CH2:5]2. The catalyst class is: 29. (4) Reactant: [OH:1][C:2]1[CH:3]=[C:4]2[C:8](=[CH:9][CH:10]=1)[NH:7][CH:6]=[CH:5]2.Cl[CH2:12][C:13]1[S:17][C:16]([C:18]2[CH:23]=[CH:22][C:21]([C:24]([F:27])([F:26])[F:25])=[CH:20][CH:19]=2)=[N:15][C:14]=1[CH3:28].[Cl-].C([O-])([O-])=O.[Cs+].[Cs+].CCOCC. Product: [CH3:28][C:14]1[N:15]=[C:16]([C:18]2[CH:19]=[CH:20][C:21]([C:24]([F:27])([F:26])[F:25])=[CH:22][CH:23]=2)[S:17][C:13]=1[CH2:12][O:1][C:2]1[CH:3]=[C:4]2[C:8](=[CH:9][CH:10]=1)[NH:7][CH:6]=[CH:5]2. The catalyst class is: 47. (5) Reactant: Cl[C:2]1[S:3][CH:4]=[C:5]([Cl:7])[N:6]=1.C(=O)([O-])[O-].[K+].[K+].[NH:14]1[CH2:19][CH2:18][O:17][CH2:16][CH2:15]1. Product: [Cl:7][C:5]1[N:6]=[C:2]([N:14]2[CH2:19][CH2:18][O:17][CH2:16][CH2:15]2)[S:3][CH:4]=1. The catalyst class is: 10. (6) Reactant: C(OC([N:8]1[CH2:13][CH2:12][N:11]([C:14]2[CH:19]=[CH:18][C:17]([C:20]([F:23])([F:22])[F:21])=[CH:16][C:15]=2[Cl:24])[CH2:10][CH2:9]1)=O)(C)(C)C.FC(F)(F)C(O)=O. Product: [Cl:24][C:15]1[CH:16]=[C:17]([C:20]([F:21])([F:22])[F:23])[CH:18]=[CH:19][C:14]=1[N:11]1[CH2:12][CH2:13][NH:8][CH2:9][CH2:10]1. The catalyst class is: 2.